Dataset: Peptide-MHC class I binding affinity with 185,985 pairs from IEDB/IMGT. Task: Regression. Given a peptide amino acid sequence and an MHC pseudo amino acid sequence, predict their binding affinity value. This is MHC class I binding data. (1) The peptide sequence is YAQMWTLMYF. The MHC is HLA-A24:02 with pseudo-sequence HLA-A24:02. The binding affinity (normalized) is 0.497. (2) The peptide sequence is PTLVPQEHY. The MHC is HLA-A29:02 with pseudo-sequence HLA-A29:02. The binding affinity (normalized) is 0.141. (3) The peptide sequence is CKSKNPLLY. The MHC is HLA-A30:02 with pseudo-sequence HLA-A30:02. The binding affinity (normalized) is 0.511. (4) The peptide sequence is HTQGYFPDW. The MHC is HLA-B58:01 with pseudo-sequence HLA-B58:01. The binding affinity (normalized) is 0.850. (5) The peptide sequence is IPVRRGYTT. The MHC is HLA-B18:01 with pseudo-sequence HLA-B18:01. The binding affinity (normalized) is 0.0847. (6) The peptide sequence is IPRRIRQGL. The MHC is HLA-B08:01 with pseudo-sequence HLA-B08:01. The binding affinity (normalized) is 0.771. (7) The peptide sequence is IQNALEKAL. The MHC is HLA-A02:12 with pseudo-sequence HLA-A02:12. The binding affinity (normalized) is 0.0847.